Dataset: Catalyst prediction with 721,799 reactions and 888 catalyst types from USPTO. Task: Predict which catalyst facilitates the given reaction. (1) Reactant: [F:1][C:2]1[CH:7]=[CH:6][C:5]([N:8]2[CH:12]3[CH2:13][CH2:14][CH:9]2[CH2:10][CH2:11]3)=[CH:4][C:3]=1[O:15]COC.[ClH:19].O1CCOCC1. Product: [ClH:19].[CH:12]12[N:8]([C:5]3[CH:6]=[CH:7][C:2]([F:1])=[C:3]([OH:15])[CH:4]=3)[CH:9]([CH2:14][CH2:13]1)[CH2:10][CH2:11]2. The catalyst class is: 36. (2) Reactant: [OH:1][C@@:2]([C@@H:22]1[CH2:27][CH2:26][CH2:25][N:24](C(OC(C)(C)C)=O)[CH2:23]1)([C:9]1[CH:14]=[CH:13][CH:12]=[CH:11][C:10]=1[O:15][C:16]1[CH:21]=[CH:20][CH:19]=[CH:18][CH:17]=1)[CH2:3][CH2:4][CH2:5][CH2:6][O:7][CH3:8].Cl.[OH-].[Na+]. Product: [CH3:8][O:7][CH2:6][CH2:5][CH2:4][CH2:3][C:2]([C:9]1[CH:14]=[CH:13][CH:12]=[CH:11][C:10]=1[O:15][C:16]1[CH:21]=[CH:20][CH:19]=[CH:18][CH:17]=1)([C@@H:22]1[CH2:27][CH2:26][CH2:25][NH:24][CH2:23]1)[OH:1]. The catalyst class is: 23. (3) Reactant: Cl.Cl[CH2:3][C:4]1[N:13]=[C:12]([NH:14][C:15]2[CH:20]=[CH:19][C:18]([C:21]([F:24])([F:23])[F:22])=[CH:17][CH:16]=2)[C:11]2[C:6](=[CH:7][C:8]([C:25]3[C:30]([C:31]([F:34])([F:33])[F:32])=[CH:29][CH:28]=[CH:27][N:26]=3)=[CH:9][CH:10]=2)[N:5]=1.[O:35]([CH:37]([CH3:39])[CH3:38])[Na]. Product: [CH:37]([O:35][CH2:3][C:4]1[N:13]=[C:12]([NH:14][C:15]2[CH:20]=[CH:19][C:18]([C:21]([F:24])([F:23])[F:22])=[CH:17][CH:16]=2)[C:11]2[C:6](=[CH:7][C:8]([C:25]3[C:30]([C:31]([F:34])([F:33])[F:32])=[CH:29][CH:28]=[CH:27][N:26]=3)=[CH:9][CH:10]=2)[N:5]=1)([CH3:39])[CH3:38]. The catalyst class is: 32. (4) Reactant: [H-].[Na+].[CH3:3][C@H:4]1[CH2:12][C:11]2[C:6](=[CH:7][C:8]([CH3:13])=[CH:9][CH:10]=2)[C@@H:5]1[NH:14][C:15]1[N:20]=[C:19]([NH2:21])[N:18]=[CH:17][N:16]=1.[C:22]([N:26]=[C:27]=[O:28])([CH3:25])([CH3:24])[CH3:23].O. Product: [C:22]([NH:26][C:27]([NH:21][C:19]1[N:20]=[C:15]([NH:14][C@H:5]2[C:6]3[C:11](=[CH:10][CH:9]=[C:8]([CH3:13])[CH:7]=3)[CH2:12][C@@H:4]2[CH3:3])[N:16]=[CH:17][N:18]=1)=[O:28])([CH3:25])([CH3:24])[CH3:23]. The catalyst class is: 9.